From a dataset of Catalyst prediction with 721,799 reactions and 888 catalyst types from USPTO. Predict which catalyst facilitates the given reaction. (1) Reactant: Br[CH2:2][CH2:3][C:4]1[CH:9]=[CH:8][C:7]([CH2:10][CH2:11][C:12]2[N:13]=[C:14]([NH:17][C:18](=[O:20])[CH3:19])[S:15][CH:16]=2)=[CH:6][CH:5]=1.C(NC(N)=[S:26])(=O)C.C(OCC)(=O)C. Product: [SH:26][CH2:2][CH2:3][C:4]1[CH:9]=[CH:8][C:7]([CH2:10][CH2:11][C:12]2[N:13]=[C:14]([NH:17][C:18](=[O:20])[CH3:19])[S:15][CH:16]=2)=[CH:6][CH:5]=1. The catalyst class is: 8. (2) Reactant: [CH:1]([C:3]1[O:4][C:5]2[C:10]([C:11](=[O:13])[CH:12]=1)=[CH:9][CH:8]=[CH:7][C:6]=2[NH:14][C:15](=[O:33])[C:16]1[CH:21]=[CH:20][C:19]([O:22][CH2:23][CH2:24][CH2:25][CH2:26][C:27]2[CH:32]=[CH:31][CH:30]=[CH:29][CH:28]=2)=[CH:18][CH:17]=1)=O.Cl.[NH2:35][OH:36].C(N(CC)CC)C. Product: [OH:36][N:35]=[CH:1][C:3]1[O:4][C:5]2[C:10]([C:11](=[O:13])[CH:12]=1)=[CH:9][CH:8]=[CH:7][C:6]=2[NH:14][C:15](=[O:33])[C:16]1[CH:21]=[CH:20][C:19]([O:22][CH2:23][CH2:24][CH2:25][CH2:26][C:27]2[CH:32]=[CH:31][CH:30]=[CH:29][CH:28]=2)=[CH:18][CH:17]=1. The catalyst class is: 8. (3) Reactant: C([BH3-])#N.[Na+].[CH3:5][O:6][C:7]1[CH:16]=[C:15]2[C:10]([CH2:11][CH2:12][N:13]=[C:14]2[CH3:17])=[CH:9][CH:8]=1.C(=O)(O)[O-].[Na+]. Product: [CH3:5][O:6][C:7]1[CH:16]=[C:15]2[C:10]([CH2:11][CH2:12][NH:13][CH:14]2[CH3:17])=[CH:9][CH:8]=1. The catalyst class is: 5.